From a dataset of Catalyst prediction with 721,799 reactions and 888 catalyst types from USPTO. Predict which catalyst facilitates the given reaction. (1) Reactant: [C:1]1([C:21]2[CH:26]=[CH:25][CH:24]=[CH:23][CH:22]=2)[CH:6]=[CH:5][C:4]([S:7]([NH:10][C:11]2[N:16]=[C:15]([CH2:17][C:18]([OH:20])=O)[CH:14]=[CH:13][CH:12]=2)(=[O:9])=[O:8])=[CH:3][CH:2]=1.F[P-](F)(F)(F)(F)F.N1(O[P+](N(C)C)(N(C)C)N(C)C)C2C=CC=CC=2N=N1.[CH2:54]([NH:56][CH2:57][CH3:58])[CH3:55]. Product: [C:1]1([C:21]2[CH:26]=[CH:25][CH:24]=[CH:23][CH:22]=2)[CH:6]=[CH:5][C:4]([S:7]([NH:10][C:11]2[N:16]=[C:15]([CH2:17][C:18]([N:56]([CH2:57][CH3:58])[CH2:54][CH3:55])=[O:20])[CH:14]=[CH:13][CH:12]=2)(=[O:9])=[O:8])=[CH:3][CH:2]=1. The catalyst class is: 10. (2) Reactant: [CH:1]12[CH:13]3[CH:10]4[CH:11]5[CH:12]3[CH:2]1[CH:3]5[CH:4]1[CH:8]([CH:9]24)[C:7](=O)[O:6][C:5]1=[O:15].C([N:18](CC)CC)C.[Cl:23]C(OCC)=O.[N-]=[N+]=[N-].[Na+]. Product: [ClH:23].[NH2:18][C@H:8]1[CH:9]2[CH:10]3[CH:13]4[CH:1]2[CH:2]2[CH:3]([CH:11]3[CH:12]42)[C@H:4]1[C:5]([O:6][CH3:7])=[O:15]. The catalyst class is: 24.